This data is from Experimentally validated miRNA-target interactions with 360,000+ pairs, plus equal number of negative samples. The task is: Binary Classification. Given a miRNA mature sequence and a target amino acid sequence, predict their likelihood of interaction. (1) The protein sequence of the target gene is MAPMGIRLSPLGVAVFCLLGLGVLYHLYSGFLAGRFSLFGLGGEPGGGAAGPAAAADGGTVDLREMLAVSVLAAVRGGDEVRRVRESNVLHEKSKGKTREGAEDKMTSGDVLSNRKMFYLLKTAFPSVQINTEEHVDAADQEVILWDHKIPEDILKEVTTPKEVPAESVTVWIDPLDATQEYTEDLRKYVTTMVCVAVNGKPMLGVIHKPFSEYTAWAMVDGGSNVKARSSYNEKTPRIVVSRSHSGMVKQVALQTFGNQTTIIPAGGAGYKVLALLDVPDKSQEKADLYIHVTYIKKWD.... Result: 0 (no interaction). The miRNA is rno-miR-497-5p with sequence CAGCAGCACACUGUGGUUUGUA. (2) The miRNA is hsa-miR-190a-5p with sequence UGAUAUGUUUGAUAUAUUAGGU. The protein sequence of the target gene is MLKVSALLCVCAAAWCSQTLAAAAAVAVAGGRSDGGNFLDEKQWLTTISQYDKEVGQWNKFRDEVEDDYFRTWNPGKPFDQALDPAKDPCLKTKCSRHKVCITQDAQTALCISHRRLTHSMKEVGGSHKQWRGLPSSTCKPCPIAYASPVCGSDGHSYSSQCKLEYQACVLGKQISIKCEGRCPCPSDKSMNIGRNVKRACSDLEFREVANRLRDWFKALHESGSQNKKTKALLRPERSRFDTSILPICKDSLGWMFNRLDTNYDLLLDQSELGSIYLDKNEQCTKAFFNSCDTYKDSLI.... Result: 0 (no interaction). (3) The miRNA is hsa-miR-181b-5p with sequence AACAUUCAUUGCUGUCGGUGGGU. The protein sequence of the target gene is MDLPALLPAPTARGGQHGGGPGPLRRAPAPLGASPARRRLLLVRGPEDGGPGARPGEASGPSPPPAEDDSDGDSFLVLLEVPHGGAAAEAAGSQEAEPGSRVNLASRPEQGPSGPAAPPGPGVAPAGAVTISSQDLLVRLDRGVLALSAPPGPATAGAAAPRRAPQASGPSTPGYRCPEPQCALAFAKKHQLKVHLLTHGGGQGRRPFKCPLEGCGWAFTTSYKLKRHLQSHDKLRPFGCPVGGCGKKFTTVYNLKAHMKGHEQESLFKCEVCAERFPTHAKLSSHQRSHFEPERPYKCD.... Result: 1 (interaction). (4) The miRNA is hsa-miR-6736-3p with sequence UCAGCUCCUCUCUACCCACAG. The protein sequence of the target gene is MPVPPPPPPPLPPPPPPLGAPPPPPPSAPPVSTDTSSLRRADPKGRSALLADIQQGTRLRKVTQINDRSAPQIESSKGTNKEGGGSANTRGASTPPTLGDLFAGGFPVLRPAGQRDVAGGKTGQGPGSRAPSPRLPNKTISGPLIPPASPRLGNTSEAHGAARTAPPRPNVPAPPPPTPPPPPPPLPPPLPSSSPIKTPLVSPPGPLTKGNLPVVAPPVPCAPPPPPPPPPPTPPPLPPASVLSDKAVKPQLAPLHLPPIPPPLPLLPPCGYPGLKAEPASPAQDAQEPPAPPPPLPPYA.... Result: 1 (interaction). (5) The miRNA is hsa-miR-497-5p with sequence CAGCAGCACACUGUGGUUUGU. The protein sequence of the target gene is MRSGEELDGFEGEASSTSMISGASSPYQPTTEPVSQRRGLAGLRCDPDYLRGALGRLKVAQVILALIAFICIETIMACSPCEGLYFFEFVSCSAFVVTGVLLIMFSLNLHMRIPQINWNLTDLVNTGLSAFLFFIASIVLAALNHRAGAEIAAVIFGFLATAAYAVNTFLAVQKWRVSVRQQSTNDYIRARTESRDVDSRPEIQRLDTFSYSTNVTVRKKSPTNLLSLNHWQLA. Result: 1 (interaction). (6) The miRNA is hsa-miR-511-3p with sequence AAUGUGUAGCAAAAGACAGA. The protein sequence of the target gene is MSLYPSLEDLKVDKVIQAQTAFSANPANPAILSEASAPIPHDGNLYPRLYPELSQYMGLSLNEEEIRANVAVVSGAPLQGQLVARPSSINYMVAPVTGNDVGIRRAEIKQGIREVILCKDQDGKIGLRLKSIDNGIFVQLVQANSPASLVGLRFGDQVLQINGENCAGWSSDKAHKVLKQAFGEKITMTIRDRPFERTITMHKDSTGHVGFIFKNGKITSIVKDSSAARNGLLTEHNICEINGQNVIGLKDSQIADILSTSGTVVTITIMPAFIFEHIIKRMAPSIMKSLMDHTIPEV. Result: 1 (interaction). (7) The miRNA is hsa-miR-4753-3p with sequence UUCUCUUUCUUUAGCCUUGUGU. The protein sequence of the target gene is MRPRSALPRLLLPLLLLPAAGPAQFHGEKGISIPDHGFCQPISIPLCTDIAYNQTIMPNLLGHTNQEDAGLEVHQFYPLVKVQCSPELRFFLCSMYAPVCTVLEQAIPPCRSICERARQGCEALMNKFGFQWPERLRCEHFPRHGAEQICVGQNHSEDGAPALLTTAPPPGLQPGAGGTPGGPGGGGAPPRYATLEHPFHCPRVLKVPSYLSYKFLGERDCAAPCEPARPDGSMFFSQEETRFARLWILTWSVLCCASTFFTVTTYLVDMQRFRYPERPIIFLSGCYTMVSVAYIAGFVL.... Result: 1 (interaction). (8) The miRNA is hsa-miR-4743-5p with sequence UGGCCGGAUGGGACAGGAGGCAU. The protein sequence of the target gene is MEQWRQCGRWLIDCKVLPPNHRVVWPSAVVFDLAQALRDGVLLCQLLHNLSPGSIDLKDINFRPQMSQFLCLKNIRTFLKVCHDKFGLRNSELFDPFDLFDVRDFGKVISAVSRLSLHSIAQNKGIRPFPSEETTENDDDVYRSLEELADEHDLGEDIYDCVPCEDGGDDIYEDIIKVEVQQPMIRYMQKMGMTEDDKRNCCLLEIQETEAKYYRTLEDIEKNYMSPLRLVLSPADMAAVFINLEDLIKVHHSFLRAIDVSVMVGGSTLAKVFLDFKERLLIYGEYCSHMEHAQNTLNQL.... Result: 0 (no interaction).